This data is from Acute oral toxicity (LD50) regression data from Zhu et al.. The task is: Regression/Classification. Given a drug SMILES string, predict its toxicity properties. Task type varies by dataset: regression for continuous values (e.g., LD50, hERG inhibition percentage) or binary classification for toxic/non-toxic outcomes (e.g., AMES mutagenicity, cardiotoxicity, hepatotoxicity). Dataset: ld50_zhu. (1) The drug is CCOC(=O)C(CC)(C(=O)OCCN(CC)CC)c1ccccc1. The rat oral LD50 is 1.96, given as -log10 of the dose in mol/kg body weight (higher means more acutely toxic). (2) The compound is O=[N+]([O-])c1ccc(OP(=O)(OCCCCl)OCCCCl)cc1. The rat oral LD50 is 4.05, given as -log10 of the dose in mol/kg body weight (higher means more acutely toxic). (3) The molecule is CC(C(=O)O)c1ccc(-n2cc3ccccc3n2)cc1. The rat oral LD50 is 2.23, given as -log10 of the dose in mol/kg body weight (higher means more acutely toxic). (4) The compound is CCCCNC(=S)NCCCC. The rat oral LD50 is 2.73, given as -log10 of the dose in mol/kg body weight (higher means more acutely toxic). (5) The rat oral LD50 is 1.87, given as -log10 of the dose in mol/kg body weight (higher means more acutely toxic). The molecule is CC(=O)OCC1=CCC2CC1C2(C)C. (6) The molecule is C1COCCOCCOCCOCCO1. The rat oral LD50 is 2.19, given as -log10 of the dose in mol/kg body weight (higher means more acutely toxic). (7) The compound is CCCC=CCO. The rat oral LD50 is 1.46, given as -log10 of the dose in mol/kg body weight (higher means more acutely toxic). (8) The molecule is CCN(CC(F)(F)F)N=O. The rat oral LD50 is 2.21, given as -log10 of the dose in mol/kg body weight (higher means more acutely toxic). (9) The drug is COP(=S)(OC)Oc1ccc([N+](=O)[O-])cc1. The rat oral LD50 is 4.64, given as -log10 of the dose in mol/kg body weight (higher means more acutely toxic).